From a dataset of Full USPTO retrosynthesis dataset with 1.9M reactions from patents (1976-2016). Predict the reactants needed to synthesize the given product. (1) The reactants are: [Br:1][C:2]1[C:3]([C:9]#[N:10])=[CH:4][NH:5][C:6](=[O:8])[CH:7]=1.Br[CH:12]([CH3:16])[C:13]([OH:15])=[O:14]. Given the product [Br:1][C:2]1[C:3]([C:9]#[N:10])=[CH:4][N:5]([CH:12]([CH3:16])[C:13]([OH:15])=[O:14])[C:6](=[O:8])[CH:7]=1, predict the reactants needed to synthesize it. (2) Given the product [CH2:1]([O:3][C:4](=[O:19])[CH2:5][O:6][C:7]1[CH:8]=[N:9][CH:10]=[C:11]([Cl:18])[C:12]=1[CH:13]=[O:14])[CH3:2], predict the reactants needed to synthesize it. The reactants are: [CH2:1]([O:3][C:4](=[O:19])[CH2:5][O:6][C:7]1[CH:8]=[N:9][CH:10]=[C:11]([Cl:18])[C:12]=1[CH:13](OC)[O:14]C)[CH3:2].O.FC(F)(F)C(O)=O. (3) Given the product [NH2:31][C:12]1[CH:13]=[C:14]([N:17]2[CH2:23][CH2:22][CH2:21][N:20]([C:24]([O:26][C:27]([CH3:30])([CH3:29])[CH3:28])=[O:25])[CH2:19][CH2:18]2)[CH:15]=[CH:16][C:11]=1[S:8]([C:4]1[CH:5]=[CH:6][CH:7]=[C:2]([F:1])[CH:3]=1)(=[O:9])=[O:10], predict the reactants needed to synthesize it. The reactants are: [F:1][C:2]1[CH:3]=[C:4]([S:8]([C:11]2[CH:16]=[CH:15][C:14]([N:17]3[CH2:23][CH2:22][CH2:21][N:20]([C:24]([O:26][C:27]([CH3:30])([CH3:29])[CH3:28])=[O:25])[CH2:19][CH2:18]3)=[CH:13][C:12]=2[N+:31]([O-])=O)(=[O:10])=[O:9])[CH:5]=[CH:6][CH:7]=1.CO.[H][H].